Predict which catalyst facilitates the given reaction. From a dataset of Catalyst prediction with 721,799 reactions and 888 catalyst types from USPTO. Reactant: [F:1][C:2]1[CH:22]=[C:21]([N+:23]([O-])=O)[CH:20]=[CH:19][C:3]=1[O:4][C:5]1[N:10]=[CH:9][N:8]=[C:7]([NH:11][C:12]([N:14]2[CH2:18][CH2:17][CH2:16][CH2:15]2)=[O:13])[CH:6]=1.[Cl-].[NH4+].C(OCC)(=O)C.O1CCCC1. Product: [NH2:23][C:21]1[CH:20]=[CH:19][C:3]([O:4][C:5]2[N:10]=[CH:9][N:8]=[C:7]([NH:11][C:12]([N:14]3[CH2:18][CH2:17][CH2:16][CH2:15]3)=[O:13])[CH:6]=2)=[C:2]([F:1])[CH:22]=1. The catalyst class is: 190.